This data is from Full USPTO retrosynthesis dataset with 1.9M reactions from patents (1976-2016). The task is: Predict the reactants needed to synthesize the given product. (1) The reactants are: [Cl:1][C:2]1[CH:7]=[C:6]([O:8][C:9]2[C:18]3[C:13](=[CH:14][C:15]([OH:21])=[C:16]([O:19][CH3:20])[CH:17]=3)[N:12]=[CH:11][N:10]=2)[CH:5]=[CH:4][C:3]=1[NH:22][C:23]([NH:25][CH2:26][CH2:27][CH3:28])=[O:24].C(=O)([O-])[O-].[K+].[K+].Cl.Cl[CH2:37][C:38]1[CH:43]=[CH:42][N:41]=[CH:40][CH:39]=1.O. Given the product [Cl:1][C:2]1[CH:7]=[C:6]([O:8][C:9]2[C:18]3[C:13](=[CH:14][C:15]([O:21][CH2:37][C:38]4[CH:43]=[CH:42][N:41]=[CH:40][CH:39]=4)=[C:16]([O:19][CH3:20])[CH:17]=3)[N:12]=[CH:11][N:10]=2)[CH:5]=[CH:4][C:3]=1[NH:22][C:23]([NH:25][CH2:26][CH2:27][CH3:28])=[O:24], predict the reactants needed to synthesize it. (2) Given the product [Cl:13][C:14]1[CH:19]=[CH:18][C:17]([S:20]([NH:1][C@H:2]([C:6]2[CH:11]=[CH:10][C:9]([F:12])=[CH:8][CH:7]=2)[C:3]([NH2:5])=[O:4])(=[O:22])=[O:21])=[CH:16][CH:15]=1, predict the reactants needed to synthesize it. The reactants are: [NH2:1][C@H:2]([C:6]1[CH:11]=[CH:10][C:9]([F:12])=[CH:8][CH:7]=1)[C:3]([NH2:5])=[O:4].[Cl:13][C:14]1[CH:19]=[CH:18][C:17]([S:20](Cl)(=[O:22])=[O:21])=[CH:16][CH:15]=1.